Dataset: Full USPTO retrosynthesis dataset with 1.9M reactions from patents (1976-2016). Task: Predict the reactants needed to synthesize the given product. (1) The reactants are: [C:1]12[CH:24]=[C:22]3[N:23]=[C:19]([CH:20]=[CH:21]3)[CH:18]=[C:16]3N[C:1]([CH:14]=[CH:15]3)=[CH:24][C:22]3=[N:23][C:19]([CH:20]=[CH:21]3)=[CH:18][C:16](N1)=[CH:15][CH:14]=2.[CH:25]1[CH:29]=C(CC2NC=CC=2)N[CH:26]=1.F[C:37](F)(F)[C:38]1C=CC(N)=C[CH:39]=1.C([Mg]Cl)C=C. Given the product [CH2:29]([C:18]([CH2:16][CH:15]=[CH2:14])([CH2:39][CH:38]=[CH2:37])[C:19]1[CH:20]=[CH:21][C:22]([NH2:23])=[CH:24][CH:1]=1)[CH:25]=[CH2:26], predict the reactants needed to synthesize it. (2) Given the product [NH2:12][C:3]1[CH:4]=[CH:5][C:6]2[NH:7][C:8](=[O:11])[O:9][C:10]=2[C:2]=1[CH3:1], predict the reactants needed to synthesize it. The reactants are: [CH3:1][C:2]1[C:10]2[O:9][C:8](=[O:11])[NH:7][C:6]=2[CH:5]=[CH:4][C:3]=1[N+:12]([O-])=O. (3) Given the product [O:1]1[C:10]2[C:5](=[CH:6][CH:7]=[CH:8][C:9]=2[C:27]([OH:29])=[O:28])[CH2:4][CH2:3][CH2:2]1, predict the reactants needed to synthesize it. The reactants are: [O:1]1[C:10]2[C:5](=[CH:6][CH:7]=[CH:8][CH:9]=2)[C:4](=O)[CH2:3][CH2:2]1.O1C2C(=CC=CC=2)CCC1.[Li]CCCC.[C:27](=[O:29])=[O:28]. (4) Given the product [CH3:26][C@@:11]1([CH2:12][N:13]2[CH2:18][CH2:17][CH:16]([C:19]3[CH:24]=[CH:23][CH:22]=[CH:21][CH:20]=3)[CH2:15][CH2:14]2)[O:25][C:2]2=[N:6][C:5]([N+:7]([O-:9])=[O:8])=[CH:4][N:3]2[CH2:10]1, predict the reactants needed to synthesize it. The reactants are: Cl[C:2]1[N:3]([CH2:10][C@@:11]([CH3:26])([OH:25])[CH2:12][N:13]2[CH2:18][CH2:17][CH:16]([C:19]3[CH:24]=[CH:23][CH:22]=[CH:21][CH:20]=3)[CH2:15][CH2:14]2)[CH:4]=[C:5]([N+:7]([O-:9])=[O:8])[N:6]=1.[H-].[Na+].O. (5) Given the product [NH2:6][C:7]1[N:11]([C:12]2[CH:21]=[CH:20][C:15]3[NH:16][C:17]([CH3:19])=[N:18][C:14]=3[CH:13]=2)[N:10]=[CH:9][C:8]=1[C:22]([C:24]1[NH:25][C:26]2[C:31]([CH:32]=1)=[CH:30][CH:29]=[CH:28][CH:27]=2)=[O:23], predict the reactants needed to synthesize it. The reactants are: [OH-].[Na+].C(O)C.[NH2:6][C:7]1[N:11]([C:12]2[CH:21]=[CH:20][C:15]3[NH:16][C:17]([CH3:19])=[N:18][C:14]=3[CH:13]=2)[N:10]=[CH:9][C:8]=1[C:22]([C:24]1[N:25](S(C2C=CC=CC=2)(=O)=O)[C:26]2[C:31]([CH:32]=1)=[CH:30][CH:29]=[CH:28][CH:27]=2)=[O:23]. (6) The reactants are: [Br:1][C:2]1[CH:7]=[CH:6][C:5]([CH2:8][C:9]([OH:11])=O)=[CH:4][CH:3]=1.C(Cl)(=O)C(Cl)=O.[NH2:18][C:19]1[CH:26]=[CH:25][C:22]([C:23]#[N:24])=[C:21]([C:27]([F:30])([F:29])[F:28])[CH:20]=1.N1C=CC=CC=1. Given the product [Br:1][C:2]1[CH:3]=[CH:4][C:5]([CH2:8][C:9]([NH:18][C:19]2[CH:26]=[CH:25][C:22]([C:23]#[N:24])=[C:21]([C:27]([F:28])([F:29])[F:30])[CH:20]=2)=[O:11])=[CH:6][CH:7]=1, predict the reactants needed to synthesize it. (7) The reactants are: [NH2:1][CH2:2][C:3]1[C:4]([NH:19][C@H:20]([C:22]2[CH:27]=[CH:26][C:25]([F:28])=[CH:24][CH:23]=2)[CH3:21])=[N:5][C:6]([NH:10][C:11]2[CH:15]=[C:14]([CH:16]3[CH2:18][CH2:17]3)[NH:13][N:12]=2)=[C:7]([F:9])[CH:8]=1.C(OC([NH:36][C@@H:37]([CH:41]([CH3:43])[CH3:42])[C:38](O)=[O:39])=O)(C)(C)C.CN(C(ON1N=NC2C=CC=CC1=2)=[N+](C)C)C.F[P-](F)(F)(F)(F)F.CCOCC. Given the product [NH2:36][C@@H:37]([CH:41]([CH3:43])[CH3:42])[C:38]([NH:1][CH2:2][C:3]1[C:4]([NH:19][C@H:20]([C:22]2[CH:23]=[CH:24][C:25]([F:28])=[CH:26][CH:27]=2)[CH3:21])=[N:5][C:6]([NH:10][C:11]2[CH:15]=[C:14]([CH:16]3[CH2:18][CH2:17]3)[NH:13][N:12]=2)=[C:7]([F:9])[CH:8]=1)=[O:39], predict the reactants needed to synthesize it. (8) Given the product [CH2:7]([C@H:10]1[CH2:11][O:12][CH2:13][CH2:14][NH:15]1)[CH2:8][CH3:9], predict the reactants needed to synthesize it. The reactants are: [H-].[Al+3].[Li+].[H-].[H-].[H-].[CH2:7]([C@@H:10]1[NH:15][C:14](=O)[CH2:13][O:12][CH2:11]1)[CH2:8][CH3:9].